From a dataset of Forward reaction prediction with 1.9M reactions from USPTO patents (1976-2016). Predict the product of the given reaction. (1) Given the reactants Cl[C:2]([C:4]1[CH:5]=[C:6]([CH:11]=[CH:12][CH:13]=1)[C:7]([O:9][CH3:10])=[O:8])=[O:3].[NH:14]1[CH2:18][CH2:17][CH2:16][CH2:15]1.O, predict the reaction product. The product is: [N:14]1([C:2]([C:4]2[CH:5]=[C:6]([CH:11]=[CH:12][CH:13]=2)[C:7]([O:9][CH3:10])=[O:8])=[O:3])[CH2:18][CH2:17][CH2:16][CH2:15]1. (2) Given the reactants [CH3:1][O:2][CH2:3][CH2:4][O:5][CH2:6][O:7][C:8]1[CH:13]=[CH:12][CH:11]=[CH:10][C:9]=1[N:14]1[CH2:19][CH2:18][N:17]([CH2:20][C:21]([NH:23][C:24]2[CH:29]=[CH:28][CH:27]=[CH:26][N:25]=2)=O)[CH2:16][CH2:15]1.[H-].[H-].[H-].[H-].[Li+].[Al+3], predict the reaction product. The product is: [CH3:1][O:2][CH2:3][CH2:4][O:5][CH2:6][O:7][C:8]1[CH:13]=[CH:12][CH:11]=[CH:10][C:9]=1[N:14]1[CH2:19][CH2:18][N:17]([CH2:20][CH2:21][NH:23][C:24]2[CH:29]=[CH:28][CH:27]=[CH:26][N:25]=2)[CH2:16][CH2:15]1. (3) Given the reactants [Cl:1][C:2]1[CH:3]=[C:4]([CH2:17][N:18]2[C:22]([CH3:23])=[CH:21][C:20]([C:24](Cl)=[O:25])=[N:19]2)[C:5]2[O:9][C:8]([C:10]3[CH:15]=[CH:14][CH:13]=[CH:12][CH:11]=3)=[CH:7][C:6]=2[CH:16]=1.[CH:27]([C:29]1[CH:30]=[CH:31][C:32]([NH2:35])=[N:33][CH:34]=1)=[CH2:28].CCN(CC)CC, predict the reaction product. The product is: [Cl:1][C:2]1[CH:3]=[C:4]([CH2:17][N:18]2[C:22]([CH3:23])=[CH:21][C:20]([C:24]([NH:35][C:32]3[CH:31]=[CH:30][C:29]([CH:27]=[CH2:28])=[CH:34][N:33]=3)=[O:25])=[N:19]2)[C:5]2[O:9][C:8]([C:10]3[CH:11]=[CH:12][CH:13]=[CH:14][CH:15]=3)=[CH:7][C:6]=2[CH:16]=1.